Dataset: Full USPTO retrosynthesis dataset with 1.9M reactions from patents (1976-2016). Task: Predict the reactants needed to synthesize the given product. Given the product [NH2:8][C@@H:9]1[CH2:14][CH2:13][C@H:12]([N:15]2[C:20](=[O:21])[C:19]3[CH:22]=[C:23]([F:26])[CH:24]=[N:25][C:18]=3[N:17]([C:27]3[CH:28]=[C:29]([C:33]4[CH:38]=[CH:37][CH:36]=[CH:35][CH:34]=4)[CH:30]=[CH:31][CH:32]=3)[C:16]2=[O:39])[CH2:11][CH2:10]1, predict the reactants needed to synthesize it. The reactants are: Cl.C(OC(=O)[NH:8][CH:9]1[CH2:14][CH2:13][CH:12]([N:15]2[C:20](=[O:21])[C:19]3[CH:22]=[C:23]([F:26])[CH:24]=[N:25][C:18]=3[N:17]([C:27]3[CH:28]=[C:29]([C:33]4[CH:38]=[CH:37][CH:36]=[CH:35][CH:34]=4)[CH:30]=[CH:31][CH:32]=3)[C:16]2=[O:39])[CH2:11][CH2:10]1)(C)(C)C.